The task is: Predict the reactants needed to synthesize the given product.. This data is from Full USPTO retrosynthesis dataset with 1.9M reactions from patents (1976-2016). (1) Given the product [CH3:1][O:2][C:3]1[CH:4]=[C:5]2[C:9](=[CH:10][C:11]=1[O:12][CH3:13])[N:8]([CH3:14])[CH:7]=[C:6]2[C:15]1[NH:31][C:18]2=[N:19][CH:20]=[CH:21][C:22]([CH2:23][N:24]3[CH2:25][CH2:26][CH:27]([OH:30])[CH2:28][CH2:29]3)=[C:17]2[CH:16]=1, predict the reactants needed to synthesize it. The reactants are: [CH3:1][O:2][C:3]1[CH:4]=[C:5]2[C:9](=[CH:10][C:11]=1[O:12][CH3:13])[N:8]([CH3:14])[CH:7]=[C:6]2[C:15]1[N:31](S(C2C=CC(C)=CC=2)(=O)=O)[C:18]2=[N:19][CH:20]=[CH:21][C:22]([CH2:23][N:24]3[CH2:29][CH2:28][CH:27]([OH:30])[CH2:26][CH2:25]3)=[C:17]2[CH:16]=1.[OH-].[K+]. (2) Given the product [NH2:32][C:33]1[O:26][CH2:25][C@H:2]([CH2:3][CH2:4][C:5]2[CH:10]=[CH:9][C:8]([NH:11][S:12]([C:15]3[C:16]4[CH:17]=[CH:18][N:19]=[CH:20][C:21]=4[CH:22]=[CH:23][CH:24]=3)(=[O:14])=[O:13])=[CH:7][CH:6]=2)[N:1]=1, predict the reactants needed to synthesize it. The reactants are: [NH2:1][C@H:2]([CH2:25][OH:26])[CH2:3][CH2:4][C:5]1[CH:10]=[CH:9][C:8]([NH:11][S:12]([C:15]2[C:16]3[CH:17]=[CH:18][N:19]=[CH:20][C:21]=3[CH:22]=[CH:23][CH:24]=2)(=[O:14])=[O:13])=[CH:7][CH:6]=1.C([O-])(=O)C.[Na+].[N:32]#[C:33]Br.N. (3) Given the product [Cl:1][C:2]1[CH:11]=[CH:10][CH:9]=[CH:8][C:3]=1[C:4]([N:6]1[C:16]2([OH:20])[CH2:17][CH2:18][CH2:19][CH:15]2[C:12]([CH3:13])=[N:7]1)=[O:5], predict the reactants needed to synthesize it. The reactants are: [Cl:1][C:2]1[CH:11]=[CH:10][CH:9]=[CH:8][C:3]=1[C:4]([NH:6][NH2:7])=[O:5].[C:12]([CH:15]1[CH2:19][CH2:18][CH2:17][C:16]1=[O:20])(=O)[CH3:13]. (4) Given the product [O:11]=[CH:12][CH2:13][CH:14]1[C:19]2[CH:20]=[CH:21][C:22]([C:24]#[N:25])=[CH:23][C:18]=2[CH2:17][CH2:16][O:15]1, predict the reactants needed to synthesize it. The reactants are: CS(C)=O.C(Cl)(=O)C(Cl)=O.[OH:11][CH2:12][CH2:13][CH:14]1[C:19]2[CH:20]=[CH:21][C:22]([C:24]#[N:25])=[CH:23][C:18]=2[CH2:17][CH2:16][O:15]1.C(N(CC)CC)C. (5) Given the product [CH3:1][C:2]1[CH:11]=[CH:10][C:9]2[C:4](=[CH:5][CH:6]=[CH:7][C:8]=2[N:12]2[CH2:13][CH2:14][N:15]([CH2:18][CH2:19][C:20]3[CH:21]=[C:22]([N:26]4[CH2:27][C@H:28]5[CH2:32][CH2:31][CH2:30][N:29]5[C:33]4=[O:35])[CH:23]=[CH:24][CH:25]=3)[CH2:16][CH2:17]2)[N:3]=1, predict the reactants needed to synthesize it. The reactants are: [CH3:1][C:2]1[CH:11]=[CH:10][C:9]2[C:4](=[CH:5][CH:6]=[CH:7][C:8]=2[N:12]2[CH2:17][CH2:16][N:15]([CH2:18][CH2:19][C:20]3[CH:21]=[C:22]([NH:26][CH2:27][CH:28]4[CH2:32][CH2:31][CH2:30][N:29]4[C:33]([O:35]C(C)(C)C)=O)[CH:23]=[CH:24][CH:25]=3)[CH2:14][CH2:13]2)[N:3]=1.Cl.ClC(Cl)(OC(=O)OC(Cl)(Cl)Cl)Cl.C(NC(C)C)(C)C.